From a dataset of Full USPTO retrosynthesis dataset with 1.9M reactions from patents (1976-2016). Predict the reactants needed to synthesize the given product. (1) Given the product [N+:34]([C:31]1[CH:30]=[C:25]2[C:24](=[CH:33][CH:32]=1)[N:6]1[N:5]=[C:4]([C:7]3[CH:8]=[CH:9][C:10]([O:13][C:14]4[CH:19]=[CH:18][CH:17]=[CH:16][CH:15]=4)=[CH:11][CH:12]=3)[C:3]([C:20]([NH2:22])=[O:21])=[C:2]1[NH:1][C:26]2=[O:27])([O-:36])=[O:35], predict the reactants needed to synthesize it. The reactants are: [NH2:1][C:2]1[NH:6][N:5]=[C:4]([C:7]2[CH:12]=[CH:11][C:10]([O:13][C:14]3[CH:19]=[CH:18][CH:17]=[CH:16][CH:15]=3)=[CH:9][CH:8]=2)[C:3]=1[C:20]([NH2:22])=[O:21].Cl[C:24]1[CH:33]=[CH:32][C:31]([N+:34]([O-:36])=[O:35])=[CH:30][C:25]=1[C:26](OC)=[O:27].C([O-])([O-])=O.[K+].[K+].O. (2) Given the product [I:1][C:2]1[CH:6]=[CH:5][N:4]([C:14]2[CH:15]=[C:16]([O:20][CH:21]([CH3:23])[CH3:22])[N:17]=[N:18][CH:19]=2)[N:3]=1, predict the reactants needed to synthesize it. The reactants are: [I:1][C:2]1[CH:6]=[CH:5][NH:4][N:3]=1.CC(C)([O-])C.[K+].Cl[C:14]1[CH:15]=[C:16]([O:20][CH:21]([CH3:23])[CH3:22])[N:17]=[N:18][CH:19]=1. (3) The reactants are: [NH:1]([C:3]1[N:4]=[C:5]2[CH:25]=[C:24]([CH3:26])[CH:23]=[N:22][C:6]2=[N:7][C:8]=1[N:9]1[CH2:12][CH:11]([N:13]([CH3:21])[C:14](=[O:20])[O:15][C:16]([CH3:19])([CH3:18])[CH3:17])[CH2:10]1)[NH2:2].[CH:27](OC)(OC)OC. Given the product [CH3:21][N:13]([CH:11]1[CH2:10][N:9]([C:8]2[C:3]3[N:4]([CH:27]=[N:2][N:1]=3)[C:5]3[CH:25]=[C:24]([CH3:26])[CH:23]=[N:22][C:6]=3[N:7]=2)[CH2:12]1)[C:14](=[O:20])[O:15][C:16]([CH3:19])([CH3:18])[CH3:17], predict the reactants needed to synthesize it.